This data is from Full USPTO retrosynthesis dataset with 1.9M reactions from patents (1976-2016). The task is: Predict the reactants needed to synthesize the given product. (1) Given the product [C:40]([NH:39][C:36]1[CH:35]=[CH:34][C:33]([S:30]([NH:29][C@@H:7]([CH2:8][NH:9][C:10](=[O:28])[C:11]2[CH:16]=[CH:15][C:14]([CH2:17][CH2:18][C:19](=[O:27])[NH:20][C:21]3[NH:26][CH2:25][CH2:24][CH2:23][N:22]=3)=[CH:13][CH:12]=2)[C:6]([OH:43])=[O:5])(=[O:31])=[O:32])=[CH:38][CH:37]=1)(=[O:42])[CH3:41], predict the reactants needed to synthesize it. The reactants are: C([O:5][C:6](=[O:43])[C@@H:7]([NH:29][S:30]([C:33]1[CH:38]=[CH:37][C:36]([NH:39][C:40](=[O:42])[CH3:41])=[CH:35][CH:34]=1)(=[O:32])=[O:31])[CH2:8][NH:9][C:10](=[O:28])[C:11]1[CH:16]=[CH:15][C:14]([CH2:17][CH2:18][C:19](=[O:27])[NH:20][C:21]2[NH:22][CH2:23][CH2:24][CH2:25][N:26]=2)=[CH:13][CH:12]=1)(C)(C)C.FC(F)(F)C(O)=O. (2) Given the product [CH3:8][C:5]1[CH:6]=[CH:7][C:2]([NH:1][Si:15]([CH3:26])([CH3:27])[C:16]2[CH:17]=[CH:18][CH:19]=[C:20]3[C:24]=2[CH2:23][C:22]([CH3:25])=[CH:21]3)=[CH:3][CH:4]=1, predict the reactants needed to synthesize it. The reactants are: [NH2:1][C:2]1[CH:7]=[CH:6][C:5]([CH3:8])=[CH:4][CH:3]=1.[Li]CCCC.Cl[Si:15]([CH3:27])([CH3:26])[C:16]1[CH:17]=[CH:18][CH:19]=[C:20]2[C:24]=1[CH2:23][C:22]([CH3:25])=[CH:21]2. (3) The reactants are: [Cl:1][C:2]1[CH:3]=[C:4]([NH:9][C:10](=[O:18])OC2C=CC=CC=2)[CH:5]=[CH:6][C:7]=1[F:8].ClC1N=C(NC(N2CCN3N=CC(C4C=CC(F)=CC=4)=C3C2)=O)C=CC=1F.[F:46][C:47]1[CH:52]=[C:51]([F:53])[CH:50]=[CH:49][C:48]=1[C:54]1[N:55]=[N:56][N:57]2[CH2:62][CH2:61][NH:60][CH2:59][C:58]=12.FC1C=CC(C2C=NN3CCNCC=23)=CC=1. Given the product [Cl:1][C:2]1[CH:3]=[C:4]([NH:9][C:10]([N:60]2[CH2:61][CH2:62][N:57]3[N:56]=[N:55][C:54]([C:48]4[CH:49]=[CH:50][C:51]([F:53])=[CH:52][C:47]=4[F:46])=[C:58]3[CH2:59]2)=[O:18])[CH:5]=[CH:6][C:7]=1[F:8], predict the reactants needed to synthesize it. (4) Given the product [ClH:3].[Cl:19][CH2:12][C:9]1[CH:8]=[CH:7][C:6]([F:5])=[CH:11][N:10]=1, predict the reactants needed to synthesize it. The reactants are: S(Cl)([Cl:3])=O.[F:5][C:6]1[CH:7]=[CH:8][C:9]([CH2:12]O)=[N:10][CH:11]=1.C(=O)(O)[O-].[Na+].[ClH:19]. (5) Given the product [C:37]([O:40][CH:34]([CH3:29])[CH2:33][O:9][CH3:10])(=[O:39])[CH3:38], predict the reactants needed to synthesize it. The reactants are: [OH-].C[N+](C)(C)C.C[Si](OCC)(OCC)[O:9][CH2:10]C.CS(C(C)O[Si]([C:29]1[CH:34]=[CH:33]C=CC=1)(OC)OC)(=O)=O.Cl.[C:37]([O:40]CC)(=[O:39])[CH3:38]. (6) Given the product [Br:27][C:28]1[N:33]=[CH:32][C:31]2[C:34]([C:9]3[CH:10]=[N:11][N:12]([CH2:14][C:15]([O:17][CH2:18][CH3:19])=[O:16])[CH:13]=3)=[CH:35][N:36]([CH:37]([CH3:39])[CH3:38])[C:30]=2[CH:29]=1, predict the reactants needed to synthesize it. The reactants are: CC1(C)C(C)(C)OB([C:9]2[CH:10]=[N:11][N:12]([CH2:14][C:15]([O:17][CH2:18][CH3:19])=[O:16])[CH:13]=2)O1.C(=O)([O-])[O-].[Na+].[Na+].[Br:27][C:28]1[N:33]=[CH:32][C:31]2[C:34](I)=[CH:35][N:36]([CH:37]([CH3:39])[CH3:38])[C:30]=2[CH:29]=1.C(#N)C. (7) The reactants are: [F:1][C:2]([F:28])([F:27])[C:3]1[CH:8]=[CH:7][C:6]([C:9]2[N:14]=[CH:13][N:12]=[C:11]([O:15][C:16]3[CH:25]=[CH:24][CH:23]=[C:22]4[C:17]=3[N:18]=[CH:19][C:20](=[O:26])[NH:21]4)[CH:10]=2)=[CH:5][CH:4]=1.[C:29]([O-])([O-])=O.[K+].[K+].IC. Given the product [CH3:29][N:21]1[C:22]2[C:17](=[C:16]([O:15][C:11]3[CH:10]=[C:9]([C:6]4[CH:7]=[CH:8][C:3]([C:2]([F:27])([F:1])[F:28])=[CH:4][CH:5]=4)[N:14]=[CH:13][N:12]=3)[CH:25]=[CH:24][CH:23]=2)[N:18]=[CH:19][C:20]1=[O:26], predict the reactants needed to synthesize it. (8) Given the product [Cl:36][C:31]1[CH:30]=[C:29]([C:23]2([C:25]([F:27])([F:26])[F:28])[O:22][N:21]=[C:20]([C:13]3[C:14]4[C:19](=[CH:18][CH:17]=[CH:16][CH:15]=4)[C:10]([C:8]([NH:7][CH2:6][C:5]([OH:37])=[O:4])=[O:9])=[CH:11][CH:12]=3)[CH2:24]2)[CH:34]=[C:33]([Cl:35])[CH:32]=1, predict the reactants needed to synthesize it. The reactants are: [Li+].[OH-].C[O:4][C:5](=[O:37])[CH2:6][NH:7][C:8]([C:10]1[C:19]2[C:14](=[CH:15][CH:16]=[CH:17][CH:18]=2)[C:13]([C:20]2[CH2:24][C:23]([C:29]3[CH:34]=[C:33]([Cl:35])[CH:32]=[C:31]([Cl:36])[CH:30]=3)([C:25]([F:28])([F:27])[F:26])[O:22][N:21]=2)=[CH:12][CH:11]=1)=[O:9].